Dataset: Catalyst prediction with 721,799 reactions and 888 catalyst types from USPTO. Task: Predict which catalyst facilitates the given reaction. (1) The catalyst class is: 14. Product: [CH3:18][O:17][C:13]1[CH:12]=[C:11]([S:8]([NH:7][CH2:6][CH2:5][C:4]([OH:19])=[O:3])(=[O:10])=[O:9])[CH:16]=[CH:15][CH:14]=1. Reactant: C([O:3][C:4](=[O:19])[CH2:5][CH2:6][NH:7][S:8]([C:11]1[CH:16]=[CH:15][CH:14]=[C:13]([O:17][CH3:18])[CH:12]=1)(=[O:10])=[O:9])C.[OH-].[Na+].Cl. (2) Reactant: C([O:3][C:4]([C:6]1[S:10][C:9]([C:11]2[CH:16]=[CH:15][CH:14]=[CH:13][N:12]=2)=[N:8][N:7]=1)=O)C.[CH3:17][Mg]I. Product: [O:3]=[C:4]([C:6]1[S:10][C:9]([C:11]2[CH:16]=[CH:15][CH:14]=[CH:13][N:12]=2)=[N:8][N:7]=1)[CH3:17]. The catalyst class is: 1. (3) Reactant: [CH:1]1[C:10]2[C:5](=[CH:6][CH:7]=[CH:8][CH:9]=2)[CH:4]=[CH:3][C:2]=1[CH2:11][S:12](Cl)(=[O:14])=[O:13].[CH2:16]([C:20]1[N:24]([C:25]2[CH:30]=[CH:29][CH:28]=[CH:27][CH:26]=2)[N:23]=[C:22]([CH2:31][NH2:32])[CH:21]=1)[CH:17]([CH3:19])[CH3:18].C(N(CC)CC)C. Product: [CH2:16]([C:20]1[N:24]([C:25]2[CH:30]=[CH:29][CH:28]=[CH:27][CH:26]=2)[N:23]=[C:22]([CH2:31][NH:32][S:12]([CH2:11][C:2]2[CH:3]=[CH:4][C:5]3[C:10](=[CH:9][CH:8]=[CH:7][CH:6]=3)[CH:1]=2)(=[O:14])=[O:13])[CH:21]=1)[CH:17]([CH3:19])[CH3:18]. The catalyst class is: 4. (4) Reactant: [CH2:1]([N:3]([CH2:15][CH3:16])[C:4]1[CH:9]=[CH:8][C:7]([N+:10]([O-])=O)=[C:6](OC)[CH:5]=1)[CH3:2].Cl.[CH3:18][OH:19]. Product: [CH2:15]([N:3]([CH2:1][CH3:2])[C:4]1[CH:5]=[CH:6][C:7]([NH2:10])=[CH:8][C:9]=1[O:19][CH3:18])[CH3:16]. The catalyst class is: 45. (5) Reactant: S(S([O-])=O)([O-])=O.[Na+].[Na+].[F:9][C:10]1[C:15]([O:16][C:17]2[CH:22]=[CH:21][CH:20]=[CH:19][CH:18]=2)=[C:14]([N+:23]([O-])=O)[CH:13]=[CH:12][C:11]=1[CH3:26]. Product: [F:9][C:10]1[C:15]([O:16][C:17]2[CH:18]=[CH:19][CH:20]=[CH:21][CH:22]=2)=[C:14]([NH2:23])[CH:13]=[CH:12][C:11]=1[CH3:26]. The catalyst class is: 90. (6) Reactant: O[C:2]1[CH:3]=[C:4]([C:11]([O:13][CH2:14][CH3:15])=[O:12])[C:5]2[CH:10]=[N:9][NH:8][C:6]=2[N:7]=1.P(Br)(Br)([Br:18])=O. Product: [Br:18][C:2]1[CH:3]=[C:4]([C:11]([O:13][CH2:14][CH3:15])=[O:12])[C:5]2[CH:10]=[N:9][NH:8][C:6]=2[N:7]=1. The catalyst class is: 10.